The task is: Predict the reaction yield, written as a fraction of the theoretical maximum amount of product (1.0 means a 100% yield; for example, 0.34 means a 34% yield).. This data is from Reaction yield outcomes from USPTO patents with 853,638 reactions. The reactants are [Br-].[CH3:2][C:3]([CH3:60])([CH3:59])[C:4]([O:6][CH2:7][C:8]1[CH:58]=[CH:57][C:11]([CH2:12][NH:13][C:14]([C:16]2[N:20]([CH:21]([CH3:23])[CH3:22])[C:19]([CH2:24][P+](C3C=CC=CC=3)(C3C=CC=CC=3)C3C=CC=CC=3)=[C:18]([C:44]3[CH:49]=[CH:48][C:47]([F:50])=[CH:46][CH:45]=3)[C:17]=2[C:51]2[CH:56]=[CH:55][CH:54]=[CH:53][CH:52]=2)=[O:15])=[CH:10][CH:9]=1)=[O:5].C[Si]([N-][Si](C)(C)C)(C)C.[Na+].[C:71]([O:75][C:76](=[O:88])[CH2:77][CH:78]1[CH2:83][CH:82]([CH:84]=O)[O:81][C:80]([CH3:87])([CH3:86])[O:79]1)([CH3:74])([CH3:73])[CH3:72]. The catalyst is C1COCC1.CS(C)=O. The product is [C:71]([O:75][C:76]([CH2:77][CH:78]1[O:79][C:80]([CH3:87])([CH3:86])[O:81][CH:82]([CH:84]=[CH:24][C:19]2[N:20]([CH:21]([CH3:23])[CH3:22])[C:16]([C:14]([NH:13][CH2:12][C:11]3[CH:10]=[CH:9][C:8]([CH2:7][O:6][C:4](=[O:5])[C:3]([CH3:2])([CH3:60])[CH3:59])=[CH:58][CH:57]=3)=[O:15])=[C:17]([C:51]3[CH:52]=[CH:53][CH:54]=[CH:55][CH:56]=3)[C:18]=2[C:44]2[CH:45]=[CH:46][C:47]([F:50])=[CH:48][CH:49]=2)[CH2:83]1)=[O:88])([CH3:74])([CH3:72])[CH3:73]. The yield is 0.940.